Dataset: Catalyst prediction with 721,799 reactions and 888 catalyst types from USPTO. Task: Predict which catalyst facilitates the given reaction. (1) Reactant: [Cl:1][C:2]1[N:7]=[C:6]([O:8][C@@H:9]([C@H:11]2[CH2:15][N:14]([C@@H](C3C=CC(OC)=CC=3)C)[C:13](=[O:26])[CH2:12]2)[CH3:10])[C:5]2[N:27]([CH3:30])[CH:28]=[N:29][C:4]=2[CH:3]=1. Product: [Cl:1][C:2]1[N:7]=[C:6]([O:8][C@@H:9]([C@H:11]2[CH2:15][NH:14][C:13](=[O:26])[CH2:12]2)[CH3:10])[C:5]2[N:27]([CH3:30])[CH:28]=[N:29][C:4]=2[CH:3]=1. The catalyst class is: 55. (2) Reactant: CC1C=CC(S(O[CH2:12][CH:13]2[O:18][C:17]3[CH:19]=[C:20]([O:23][S:24]([CH3:27])(=[O:26])=[O:25])[CH:21]=[CH:22][C:16]=3[O:15][CH2:14]2)(=O)=O)=CC=1.[CH2:28]([NH2:30])[CH3:29].C([O-])([O-])=O.[K+].[K+]. Product: [CH3:27][S:24]([O:23][C:20]1[CH:21]=[CH:22][C:16]2[O:15][CH2:14][CH:13]([CH2:12][NH:30][CH2:28][CH3:29])[O:18][C:17]=2[CH:19]=1)(=[O:25])=[O:26]. The catalyst class is: 10. (3) Reactant: [S:1]1[CH:5]=[CH:4][N:3]2[CH:6]=[N:7][CH:8]=[C:2]12.[I:9]N1C(=O)CCC1=O. Product: [I:9][C:8]1[N:7]=[CH:6][N:3]2[CH:4]=[CH:5][S:1][C:2]=12. The catalyst class is: 9. (4) Reactant: [CH3:1][CH:2]([CH3:17])[CH2:3][CH2:4][NH:5][C:6]([C:8]1([C:13]([O:15]C)=[O:14])[CH2:12][CH2:11][CH2:10][CH2:9]1)=[O:7].O.[OH-].[Li+].[CH2:21]1COCC1. Product: [CH3:21][CH:9]1[CH2:10][CH2:11][CH2:12][C:8]1([C:6](=[O:7])[NH:5][CH2:4][CH2:3][CH:2]([CH3:17])[CH3:1])[C:13]([OH:15])=[O:14]. The catalyst class is: 223. (5) Reactant: [CH2:1]([NH:7][C:8]1[C:9](=[O:29])[C:10]([CH2:16][CH2:17][CH2:18][CH2:19][CH2:20][CH2:21][CH2:22][CH2:23][CH2:24][CH2:25][CH2:26][CH2:27][CH3:28])=[C:11]([OH:15])[C:12](=[O:14])[CH:13]=1)[CH2:2][CH2:3][CH2:4][CH2:5][CH3:6].[C:30](=O)([O-])[O-].[K+].[K+].S(OC)(OC)(=O)=O. Product: [CH2:1]([NH:7][C:8]1[C:9](=[O:29])[C:10]([CH2:16][CH2:17][CH2:18][CH2:19][CH2:20][CH2:21][CH2:22][CH2:23][CH2:24][CH2:25][CH2:26][CH2:27][CH3:28])=[C:11]([O:15][CH3:30])[C:12](=[O:14])[CH:13]=1)[CH2:2][CH2:3][CH2:4][CH2:5][CH3:6]. The catalyst class is: 21. (6) Reactant: [OH:1][NH:2][C:3](=[O:22])[C:4]([CH2:19][CH:20]=[CH2:21])([S:8]([C:11]1[CH:16]=[CH:15][C:14]([O:17][CH3:18])=[CH:13][CH:12]=1)(=[O:10])=[O:9])[CH2:5][CH:6]=[CH2:7]. Product: [OH:1][NH:2][C:3](=[O:22])[C:4]([S:8]([C:11]1[CH:16]=[CH:15][C:14]([O:17][CH3:18])=[CH:13][CH:12]=1)(=[O:9])=[O:10])([CH2:19][CH2:20][CH3:21])[CH2:5][CH2:6][CH3:7]. The catalyst class is: 19.